Dataset: Reaction yield outcomes from USPTO patents with 853,638 reactions. Task: Predict the reaction yield, written as a fraction of the theoretical maximum amount of product (1.0 means a 100% yield; for example, 0.34 means a 34% yield). The reactants are [C:1]([CH:9]([C:13]1[CH:18]=[CH:17][CH:16]=[CH:15][CH:14]=1)[CH2:10][CH:11]=O)(=[O:8])[C:2]1[CH:7]=[CH:6][CH:5]=[CH:4][CH:3]=1.[CH3:19][O:20][C:21]1[CH:26]=[CH:25][CH:24]=[CH:23][C:22]=1[N:27]1[CH2:32][CH2:31][NH:30][CH2:29][CH2:28]1.[Na].[BH-](OC(C)=O)(OC(C)=O)OC(C)=O.[Na+]. The catalyst is C(Cl)Cl. The product is [CH3:19][O:20][C:21]1[CH:26]=[CH:25][CH:24]=[CH:23][C:22]=1[N:27]1[CH2:32][CH2:31][N:30]([CH2:11][CH2:10][CH:9]([C:1](=[O:8])[C:2]2[CH:7]=[CH:6][CH:5]=[CH:4][CH:3]=2)[C:13]2[CH:18]=[CH:17][CH:16]=[CH:15][CH:14]=2)[CH2:29][CH2:28]1. The yield is 0.950.